Dataset: Forward reaction prediction with 1.9M reactions from USPTO patents (1976-2016). Task: Predict the product of the given reaction. (1) Given the reactants [Br:1][C:2]1[CH:7]=[CH:6][C:5]([C:8]([C:10]2[CH:15]=[CH:14][CH:13]=[CH:12][CH:11]=2)=[O:9])=[CH:4][C:3]=1[F:16].[CH3:17][Mg]Br, predict the reaction product. The product is: [Br:1][C:2]1[CH:7]=[CH:6][C:5]([C:8]([C:10]2[CH:15]=[CH:14][CH:13]=[CH:12][CH:11]=2)([OH:9])[CH3:17])=[CH:4][C:3]=1[F:16]. (2) Given the reactants [OH:1][C:2]1[CH:3]=[C:4]([C:12](=[O:25])[CH2:13][N:14]2C(=O)C3C(=CC=CC=3)C2=O)[CH:5]=[C:6]([N+:9]([O-:11])=[O:10])[C:7]=1[OH:8].O.NN.[ClH:29], predict the reaction product. The product is: [ClH:29].[NH2:14][CH2:13][C:12]([C:4]1[CH:5]=[C:6]([N+:9]([O-:11])=[O:10])[C:7]([OH:8])=[C:2]([OH:1])[CH:3]=1)=[O:25]. (3) Given the reactants C(OC(N1CCC2C(NCC3C=CC(C(O)=O)=C(F)C=3)=C(Cl)C=CC=2CC1)=O)(C)(C)C.[OH-].[Na+].ClC1C=CC2CCNCCC=2C=1[NH:46][CH2:47][C:48]1[CH:53]=[CH:52][C:51]([C:54]([O:56][CH3:57])=[O:55])=[C:50]([F:58])[CH:49]=1.C(OC(OC(OC(C)(C)C)=O)=O)(C)(C)C.OS([O-])(=O)=O.[K+], predict the reaction product. The product is: [NH2:46][CH2:47][C:48]1[CH:53]=[CH:52][C:51]([C:54]([O:56][CH3:57])=[O:55])=[C:50]([F:58])[CH:49]=1. (4) Given the reactants I[C:2]1[CH:3]=[C:4]2[C:8](=[CH:9][CH:10]=1)[N:7]([CH:11]1[CH2:16][CH2:15][CH2:14][CH2:13][O:12]1)[N:6]=[C:5]2[CH:17]=[O:18].B1(B2OC(C)(C)C(C)(C)O2)OC(C)(C)C(C)(C)O1.CC([O-])=O.[K+].[O-]P([O-])([O-])=O.[K+].[K+].[K+].Br[C:51]1[CH:52]=[C:53]([NH:57][C:58](=[O:62])[N:59]([CH3:61])[CH3:60])[CH:54]=[N:55][CH:56]=1, predict the reaction product. The product is: [CH:17]([C:5]1[C:4]2[C:8](=[CH:9][CH:10]=[C:2]([C:51]3[CH:52]=[C:53]([NH:57][C:58](=[O:62])[N:59]([CH3:60])[CH3:61])[CH:54]=[N:55][CH:56]=3)[CH:3]=2)[N:7]([CH:11]2[CH2:16][CH2:15][CH2:14][CH2:13][O:12]2)[N:6]=1)=[O:18]. (5) Given the reactants Cl[C:2]1[N:7]=[CH:6][C:5]([Br:8])=[CH:4][N:3]=1.CCN(C(C)C)C(C)C.[CH2:18]([NH2:25])[C:19]1[CH:24]=[CH:23][CH:22]=[CH:21][CH:20]=1, predict the reaction product. The product is: [CH2:18]([NH:25][C:2]1[N:7]=[CH:6][C:5]([Br:8])=[CH:4][N:3]=1)[C:19]1[CH:24]=[CH:23][CH:22]=[CH:21][CH:20]=1. (6) Given the reactants Cl[CH2:2][CH2:3][CH2:4][CH:5]1[CH2:14][C:13]2[C:8](=[CH:9][CH:10]=[CH:11][CH:12]=2)[N:7]([C:15]2[CH:20]=[CH:19][CH:18]=[CH:17][CH:16]=2)[C:6]1=[O:21].[I-].[K+].[CH3:24][NH2:25].O, predict the reaction product. The product is: [CH3:24][NH:25][CH2:2][CH2:3][CH2:4][CH:5]1[CH2:14][C:13]2[C:8](=[CH:9][CH:10]=[CH:11][CH:12]=2)[N:7]([C:15]2[CH:20]=[CH:19][CH:18]=[CH:17][CH:16]=2)[C:6]1=[O:21].